This data is from Forward reaction prediction with 1.9M reactions from USPTO patents (1976-2016). The task is: Predict the product of the given reaction. (1) The product is: [O:29]1[C:28]2[CH:32]=[CH:33][C:25]([C:23]3[N:16]4[C:17]([CH:18]=[N:19][C:14]([NH:13][C:5]5[CH:4]=[C:3]([O:2][CH3:1])[C:8]([O:9][CH3:10])=[C:7]([O:11][CH3:12])[CH:6]=5)=[N:15]4)=[C:20]([CH3:21])[N:22]=3)=[CH:26][C:27]=2[O:31][CH2:30]1. Given the reactants [CH3:1][O:2][C:3]1[CH:4]=[C:5]([NH:13][C:14]2[N:15]=[N:16][C:17]([CH:20]([NH:22][C:23]([C:25]3[CH:33]=[CH:32][C:28]4[O:29][CH2:30][O:31][C:27]=4[CH:26]=3)=O)[CH3:21])=[CH:18][N:19]=2)[CH:6]=[C:7]([O:11][CH3:12])[C:8]=1[O:9][CH3:10].N1C=NC=N1.P(Cl)(Cl)(Cl)=O, predict the reaction product. (2) The product is: [F:30][C:8]1[C:7]2[O:6][C:5]3[C:14](=[CH:15][C:2]([C:36]4[CH:41]=[N:40][CH:39]=[CH:38][N:37]=4)=[CH:3][CH:4]=3)[C:13]3([CH2:19][S:18][C:17]([NH:20][C:21](=[O:27])[O:22][C:23]([CH3:26])([CH3:25])[CH3:24])=[N:16]3)[C:12]=2[CH:11]=[C:10]([O:28][CH3:29])[CH:9]=1. Given the reactants Br[C:2]1[CH:15]=[C:14]2[C:5]([O:6][C:7]3[C:8]([F:30])=[CH:9][C:10]([O:28][CH3:29])=[CH:11][C:12]=3[C:13]32[CH2:19][S:18][C:17]([NH:20][C:21](=[O:27])[O:22][C:23]([CH3:26])([CH3:25])[CH3:24])=[N:16]3)=[CH:4][CH:3]=1.C([Sn](CCCC)(CCCC)[C:36]1[CH:41]=[N:40][CH:39]=[CH:38][N:37]=1)CCC, predict the reaction product. (3) Given the reactants [F:1][C:2]1[CH:8]=[CH:7][C:5]([NH2:6])=[CH:4][C:3]=1[C:9]([F:12])([F:11])[F:10].C[Al](C)C.C[O:18][C:19]([C:21]1[C:25]2[CH:26]=[CH:27][C:28]([O:30][C:31]3[CH:36]=[CH:35][N:34]=[C:33]([NH2:37])[N:32]=3)=[CH:29][C:24]=2[O:23][CH:22]=1)=O.[NH4+].[Cl-], predict the reaction product. The product is: [F:1][C:2]1[CH:8]=[CH:7][C:5]([NH:6][C:19]([C:21]2[C:25]3[CH:26]=[CH:27][C:28]([O:30][C:31]4[CH:36]=[CH:35][N:34]=[C:33]([NH2:37])[N:32]=4)=[CH:29][C:24]=3[O:23][CH:22]=2)=[O:18])=[CH:4][C:3]=1[C:9]([F:10])([F:11])[F:12].